Dataset: Forward reaction prediction with 1.9M reactions from USPTO patents (1976-2016). Task: Predict the product of the given reaction. (1) The product is: [CH3:12][O:11][C:8]1[CH:7]=[C:3]2[C:2](=[CH:10][CH:9]=1)[N:1]=[C:21]([C:20]1[CH:23]=[CH:24][C:17]([O:16][CH:15]3[CH2:31][CH2:30][N:29]([CH:39]4[CH2:42][CH2:41][CH2:40]4)[CH2:28][CH2:27]3)=[CH:18][CH:19]=1)[N:14]([CH3:13])[C:4]2=[O:6]. Given the reactants [NH2:1][C:2]1[CH:10]=[CH:9][C:8]([O:11][CH3:12])=[CH:7][C:3]=1[C:4]([OH:6])=O.[CH3:13][NH2:14].[CH3:15][O:16][C:17]1[CH:24]=[CH:23][C:20]([CH:21]=O)=[CH:19][CH:18]=1.OC1[CH2:31][CH2:30][N:29](C(OC(C)(C)C)=O)[CH2:28][CH2:27]1.[C:39]1(=O)[CH2:42][CH2:41][CH2:40]1, predict the reaction product. (2) The product is: [NH2:20][CH2:19][CH2:18][O:17][CH2:16][CH2:15][N:14]1[C:10]2[C:9]3[CH:8]=[CH:7][CH:6]=[CH:5][C:4]=3[N:3]=[C:2]([NH2:1])[C:11]=2[N:12]=[C:13]1[CH2:28][CH3:29]. Given the reactants [NH2:1][C:2]1[C:11]2[N:12]=[C:13]([CH2:28][CH3:29])[N:14]([CH2:15][CH2:16][O:17][CH2:18][CH2:19][NH:20]C(=O)OC(C)(C)C)[C:10]=2[C:9]2[CH:8]=[CH:7][CH:6]=[CH:5][C:4]=2[N:3]=1, predict the reaction product. (3) Given the reactants [CH2:1]([N:3]1[C:15]2[CH:14]=[CH:13][C:12]([CH:16]=O)=[CH:11][C:10]=2[C:9]2[C:4]1=[CH:5][CH:6]=[CH:7][CH:8]=2)[CH3:2].[CH3:18][CH:19]([CH3:36])[C:20]([NH:22][C:23]1[CH:28]=[C:27]([CH:29]2[CH2:34][CH2:33][NH:32][CH2:31][CH2:30]2)[CH:26]=[CH:25][C:24]=1[CH3:35])=[O:21], predict the reaction product. The product is: [CH2:1]([N:3]1[C:15]2[CH:14]=[CH:13][C:12]([CH2:16][N:32]3[CH2:33][CH2:34][CH:29]([C:27]4[CH:26]=[CH:25][C:24]([CH3:35])=[C:23]([NH:22][C:20](=[O:21])[CH:19]([CH3:36])[CH3:18])[CH:28]=4)[CH2:30][CH2:31]3)=[CH:11][C:10]=2[C:9]2[C:4]1=[CH:5][CH:6]=[CH:7][CH:8]=2)[CH3:2]. (4) Given the reactants [NH2:1][C:2]1[CH:3]=[C:4]([CH2:8][S:9]([NH2:12])(=[O:11])=[O:10])[CH:5]=[CH:6][CH:7]=1.Cl[C:14]1[CH:19]=[C:18]([C:20]2[CH:25]=[CH:24][CH:23]=[CH:22][C:21]=2[O:26][CH2:27][CH:28]2[CH2:32][CH2:31][CH2:30][O:29]2)[N:17]=[CH:16][N:15]=1, predict the reaction product. The product is: [O:29]1[CH2:30][CH2:31][CH2:32][CH:28]1[CH2:27][O:26][C:21]1[CH:22]=[CH:23][CH:24]=[CH:25][C:20]=1[C:18]1[N:17]=[CH:16][N:15]=[C:14]([NH:1][C:2]2[CH:3]=[C:4]([CH2:8][S:9]([NH2:12])(=[O:10])=[O:11])[CH:5]=[CH:6][CH:7]=2)[CH:19]=1. (5) Given the reactants [Br:1][CH2:2][CH:3]([OH:27])[CH2:4][O:5][C:6]1[C:14]([Br:15])=[C:13]2[C:9]([CH:10]=[N:11][N:12]2[CH2:16][C@@H:17]([O:19][Si:20]([C:23]([CH3:26])([CH3:25])[CH3:24])([CH3:22])[CH3:21])[CH3:18])=[CH:8][CH:7]=1.[CH:28]([O:30][CH2:31][CH3:32])=[CH2:29], predict the reaction product. The product is: [Br:15][C:14]1[C:6]([O:5][CH2:4][CH:3]([O:27][CH:28]([O:30][CH2:31][CH3:32])[CH3:29])[CH2:2][Br:1])=[CH:7][CH:8]=[C:9]2[C:13]=1[N:12]([CH2:16][C@@H:17]([O:19][Si:20]([C:23]([CH3:26])([CH3:25])[CH3:24])([CH3:21])[CH3:22])[CH3:18])[N:11]=[CH:10]2.